From a dataset of Reaction yield outcomes from USPTO patents with 853,638 reactions. Predict the reaction yield, written as a fraction of the theoretical maximum amount of product (1.0 means a 100% yield; for example, 0.34 means a 34% yield). (1) The yield is 0.820. No catalyst specified. The reactants are [CH2:1]([O:3][C:4](=[O:28])[CH:5]=[CH:6][C:7]1[CH:12]=[CH:11][C:10]([CH2:13]NC(=O)C2C=CC(N3CCCC3)=CC=2)=[CH:9][CH:8]=1)[CH3:2].[C:29]1([S:35](CC2C=CC(CO)=CC=2)(=[O:37])=[O:36])[CH:34]=[CH:33][CH:32]=[CH:31][CH:30]=1. The product is [CH2:1]([O:3][C:4](=[O:28])[CH:5]=[CH:6][C:7]1[CH:8]=[CH:9][C:10]([CH2:13][S:35]([C:29]2[CH:34]=[CH:33][CH:32]=[CH:31][CH:30]=2)(=[O:37])=[O:36])=[CH:11][CH:12]=1)[CH3:2]. (2) The reactants are [C:1]([NH:5][S:6]([C:9]1[CH:10]=[N:11][CH:12]=[C:13]([C:15]2[C:24]3[C:19](=[C:20]([C:25]4[CH:30]=[CH:29][CH:28]=[CH:27][CH:26]=4)[CH:21]=[CH:22][CH:23]=3)[C:18](Cl)=[N:17][N:16]=2)[CH:14]=1)(=[O:8])=[O:7])([CH3:4])([CH3:3])[CH3:2].[N:32]1[CH:37]=[CH:36][CH:35]=[CH:34][C:33]=1[CH2:38][NH2:39]. The catalyst is C1(C)C=CC=CC=1. The product is [C:1]([NH:5][S:6]([C:9]1[CH:10]=[N:11][CH:12]=[C:13]([C:15]2[C:24]3[C:19](=[C:20]([C:25]4[CH:30]=[CH:29][CH:28]=[CH:27][CH:26]=4)[CH:21]=[CH:22][CH:23]=3)[C:18]([NH:39][CH2:38][C:33]3[CH:34]=[CH:35][CH:36]=[CH:37][N:32]=3)=[N:17][N:16]=2)[CH:14]=1)(=[O:8])=[O:7])([CH3:4])([CH3:3])[CH3:2]. The yield is 0.0755. (3) The catalyst is C(O)C.C(OCC)(=O)C. The yield is 0.960. The product is [NH2:15][C:16]1[CH:21]=[CH:20][C:19]([S:22][C:2]2[CH:11]=[CH:10][C:5]([C:6]([O:8][CH3:9])=[O:7])=[CH:4][C:3]=2[N+:12]([O-:14])=[O:13])=[CH:18][CH:17]=1. The reactants are Cl[C:2]1[CH:11]=[CH:10][C:5]([C:6]([O:8][CH3:9])=[O:7])=[CH:4][C:3]=1[N+:12]([O-:14])=[O:13].[NH2:15][C:16]1[CH:21]=[CH:20][C:19]([SH:22])=[CH:18][CH:17]=1.C([O-])(=O)C.[Na+]. (4) The reactants are [C:1]([O:5][C:6]([N:8]1[CH2:17][CH2:16][C:15]2[N:11]([CH:12]=[N:13][N:14]=2)[CH2:10][CH2:9]1)=[O:7])([CH3:4])([CH3:3])[CH3:2].[OH-].[Na+].[Br:20]Br.Cl. The catalyst is O. The product is [C:1]([O:5][C:6]([N:8]1[CH2:17][CH2:16][C:15]2[N:11]([C:12]([Br:20])=[N:13][N:14]=2)[CH2:10][CH2:9]1)=[O:7])([CH3:4])([CH3:2])[CH3:3]. The yield is 0.700. (5) The reactants are [F:1][C:2]1[CH:7]=[CH:6][CH:5]=[C:4]([F:8])[C:3]=1[S:9]([NH:12][C:13]1[C:14]([F:23])=[C:15]([CH:20]=[CH:21][CH:22]=1)[C:16](OC)=[O:17])(=[O:11])=[O:10].C[Si]([N-][Si](C)(C)C)(C)C.[Li+].[Cl:34][C:35]1[N:40]=[C:39]([CH3:41])[CH:38]=[CH:37][N:36]=1. The catalyst is C1COCC1. The product is [Cl:34][C:35]1[N:40]=[C:39]([CH2:41][C:16]([C:15]2[C:14]([F:23])=[C:13]([NH:12][S:9]([C:3]3[C:2]([F:1])=[CH:7][CH:6]=[CH:5][C:4]=3[F:8])(=[O:10])=[O:11])[CH:22]=[CH:21][CH:20]=2)=[O:17])[CH:38]=[CH:37][N:36]=1. The yield is 0.720. (6) The reactants are [N:1]1[CH:6]=[CH:5][CH:4]=[CH:3][C:2]=1[C:7]([NH:9][C:10]1[C:11]([C:21]([OH:23])=O)=[N:12][N:13]([CH:15]2[CH2:20][CH2:19][CH2:18][CH2:17][O:16]2)[CH:14]=1)=[O:8].[NH2:24][CH2:25][C:26]([CH2:30][C:31]1[CH:36]=[CH:35][CH:34]=[CH:33][CH:32]=1)([CH3:29])[C:27]#[N:28].CCN=C=NCCCN(C)C.C1C=CC2N(O)N=NC=2C=1.C(=O)([O-])O.[Na+]. The catalyst is CN(C=O)C. The product is [C:25]([C:26]([CH3:29])([CH2:30][C:31]1[CH:36]=[CH:35][CH:34]=[CH:33][CH:32]=1)[CH2:27][NH:28][C:21]([C:11]1[C:10]([NH:9][C:7]([C:2]2[CH:3]=[CH:4][CH:5]=[CH:6][N:1]=2)=[O:8])=[CH:14][N:13]([CH:15]2[CH2:20][CH2:19][CH2:18][CH2:17][O:16]2)[N:12]=1)=[O:23])#[N:24]. The yield is 0.950. (7) The reactants are Cl[C:2]1[CH:7]=[CH:6][C:5]([C:8]2[CH:28]=[CH:27][C:11]3[N:12]([C:21]4C=CC=CC=4)[C:13]([C:15]4[CH:20]=[CH:19][CH:18]=[CH:17][CH:16]=4)=[N:14][C:10]=3[CH:9]=2)=[CH:4][CH:3]=1.[C:29]1([C:35]2[C:36]3[C:41]([C:42]([C:52]4[CH:57]=[CH:56][CH:55]=[CH:54][CH:53]=4)=[C:43]4[C:48]=2[CH:47]=[C:46](B(O)O)[CH:45]=[CH:44]4)=[CH:40][CH:39]=[CH:38][CH:37]=3)[CH:34]=[CH:33][CH:32]=[CH:31][CH:30]=1.C(=O)([O-])[O-].[Cs+].[Cs+].O1CCOCC1. The yield is 0.870. The product is [C:29]1([C:35]2[C:36]3[C:41]([C:42]([C:52]4[CH:57]=[CH:56][CH:55]=[CH:54][CH:53]=4)=[C:43]4[C:48]=2[CH:47]=[C:46]([C:2]2[CH:3]=[CH:4][C:5]([C:8]5[CH:28]=[CH:27][C:11]6[N:12]([CH3:21])[C:13]([C:15]7[CH:16]=[CH:17][CH:18]=[CH:19][CH:20]=7)=[N:14][C:10]=6[CH:9]=5)=[CH:6][CH:7]=2)[CH:45]=[CH:44]4)=[CH:40][CH:39]=[CH:38][CH:37]=3)[CH:34]=[CH:33][CH:32]=[CH:31][CH:30]=1. The catalyst is C1(C)C=CC=CC=1.O.C1C=CC(/C=C/C(/C=C/C2C=CC=CC=2)=O)=CC=1.C1C=CC(/C=C/C(/C=C/C2C=CC=CC=2)=O)=CC=1.C1C=CC(/C=C/C(/C=C/C2C=CC=CC=2)=O)=CC=1.[Pd].[Pd].C1(P(C2CCCCC2)C2CCCCC2)CCCCC1.C1(C)C=CC=CC=1. (8) The reactants are [N+]([C:4]1[CH:9]=[CH:8][N+:7]([O-:10])=[CH:6][CH:5]=1)([O-])=O.[F:11][C:12]([F:22])([F:21])[O:13][C:14]1[CH:19]=[CH:18][C:17]([OH:20])=[CH:16][CH:15]=1.C([O-])([O-])=O.[K+].[K+].CN(C=O)C. The catalyst is C(OCC)(=O)C.CCCCCC.O. The product is [F:11][C:12]([F:21])([F:22])[O:13][C:14]1[CH:19]=[CH:18][C:17]([O:20][C:4]2[CH:9]=[CH:8][N+:7]([O-:10])=[CH:6][CH:5]=2)=[CH:16][CH:15]=1. The yield is 0.857. (9) The reactants are [CH2:1]([C:4]([CH2:15][CH:16]=[CH2:17])([C:10]([O:12][CH2:13][CH3:14])=[O:11])[C:5]([O:7][CH2:8][CH3:9])=[O:6])C=C. The catalyst is C1(C)C=CC=CC=1. The product is [C:4]1([C:5]([O:7][CH2:8][CH3:9])=[O:6])([C:10]([O:12][CH2:13][CH3:14])=[O:11])[CH2:1][CH:17]=[CH:16][CH2:15]1. The yield is 0.970. (10) The product is [CH2:43]([O:38][C@@H:23]1[C@@H:22]([CH2:21][OH:20])[O:26][C@@H:25]([N:27]2[CH:35]=[C:33]([CH3:34])[C:31](=[O:32])[NH:30][C:28]2=[O:29])[C@@H:24]1[CH:36]=[CH2:37])[C:44]1[CH:49]=[CH:48][CH:47]=[CH:46][CH:45]=1. The yield is 0.530. The reactants are COC1C=CC(C([O:20][CH2:21][C@H:22]2[O:26][C@@H:25]([N:27]3[CH:35]=[C:33]([CH3:34])[C:31](=[O:32])[NH:30][C:28]3=[O:29])[C@H:24]([CH:36]=[CH2:37])[C@@H:23]2[OH:38])(C2C=CC=CC=2)C2C=CC=CC=2)=CC=1.[H-].[Na+].[CH2:43](Br)[C:44]1[CH:49]=[CH:48][CH:47]=[CH:46][CH:45]=1.Cl.[OH-].[Na+]. The catalyst is C1COCC1.CCOC(C)=O.